From a dataset of Forward reaction prediction with 1.9M reactions from USPTO patents (1976-2016). Predict the product of the given reaction. (1) Given the reactants C(OC(=O)[N:7]=[C:8]([NH:25]C(OC(C)(C)C)=O)[N:9]([CH3:24])[CH2:10][C:11](=[O:23])[N:12]1[CH2:17][C@H:16]([OH:18])[C@@H:15]([OH:19])[C@@H:14]([OH:20])[CH:13]1[CH2:21][OH:22])(C)(C)C, predict the reaction product. The product is: [CH3:24][N:9]([CH2:10][C:11](=[O:23])[N:12]1[CH2:17][C@H:16]([OH:18])[C@@H:15]([OH:19])[C@@H:14]([OH:20])[CH:13]1[CH2:21][OH:22])[C:8]([NH2:25])=[NH:7]. (2) Given the reactants Cl.[F:2][C:3]([F:39])([F:38])[C:4]1[CH:5]=[C:6]([C@H:14]([O:16][C@H:17]2[CH2:22][CH2:21][N:20]([C:23]([NH:25][CH:26]3[CH2:31][CH2:30][NH:29][CH2:28][CH2:27]3)=[O:24])[CH2:19][C@H:18]2[C:32]2[CH:37]=[CH:36][CH:35]=[CH:34][CH:33]=2)[CH3:15])[CH:7]=[C:8]([C:10]([F:13])([F:12])[F:11])[CH:9]=1.[C:40](Cl)(=[O:43])[CH2:41][CH3:42], predict the reaction product. The product is: [F:39][C:3]([F:2])([F:38])[C:4]1[CH:5]=[C:6]([C@H:14]([O:16][C@H:17]2[CH2:22][CH2:21][N:20]([C:23]([NH:25][CH:26]3[CH2:31][CH2:30][N:29]([C:40](=[O:43])[CH2:41][CH3:42])[CH2:28][CH2:27]3)=[O:24])[CH2:19][C@H:18]2[C:32]2[CH:37]=[CH:36][CH:35]=[CH:34][CH:33]=2)[CH3:15])[CH:7]=[C:8]([C:10]([F:11])([F:12])[F:13])[CH:9]=1. (3) Given the reactants [C:1]1([S:7]([CH2:10][C:11]2[C:12]([N+:24]([O-])=O)=[C:13]([N:17]3[CH2:22][CH2:21][N:20]([CH3:23])[CH2:19][CH2:18]3)[CH:14]=[CH:15][CH:16]=2)(=[O:9])=[O:8])[CH:6]=[CH:5][CH:4]=[CH:3][CH:2]=1, predict the reaction product. The product is: [C:1]1([S:7]([CH2:10][C:11]2[CH:16]=[CH:15][CH:14]=[C:13]([N:17]3[CH2:22][CH2:21][N:20]([CH3:23])[CH2:19][CH2:18]3)[C:12]=2[NH2:24])(=[O:8])=[O:9])[CH:2]=[CH:3][CH:4]=[CH:5][CH:6]=1. (4) The product is: [NH2:12][C@@H:10]([CH3:11])[C:9]([N:8]([CH2:1][C:2]1[CH:7]=[CH:6][CH:5]=[CH:4][CH:3]=1)[CH3:21])=[O:20]. Given the reactants [CH2:1]([N:8]([CH3:21])[C:9](=[O:20])[C@@H:10]([NH:12]C(=O)OC(C)(C)C)[CH3:11])[C:2]1[CH:7]=[CH:6][CH:5]=[CH:4][CH:3]=1.C(O)(C(F)(F)F)=O, predict the reaction product. (5) The product is: [C:48]1([C:42]2[CH:47]=[CH:46][CH:45]=[CH:44][CH:43]=2)[CH:49]=[CH:50][C:51]([NH:52][C:17]([C:14]2[CH:15]=[C:16]3[C:11](=[CH:12][CH:13]=2)[NH:10][N:9]=[C:8]3[N:5]2[CH2:4][CH2:3][N:2]([CH3:1])[CH2:7][CH2:6]2)=[O:19])=[CH:53][CH:54]=1. Given the reactants [CH3:1][N:2]1[CH2:7][CH2:6][N:5]([C:8]2[C:16]3[C:11](=[CH:12][CH:13]=[C:14]([C:17]([O-:19])=O)[CH:15]=3)[NH:10][N:9]=2)[CH2:4][CH2:3]1.[Li+].C(Cl)CCl.C1C=CC2N(O)N=NC=2C=1.CCN(CC)CC.[C:42]1([C:48]2[CH:54]=[CH:53][C:51]([NH2:52])=[CH:50][CH:49]=2)[CH:47]=[CH:46][CH:45]=[CH:44][CH:43]=1, predict the reaction product. (6) Given the reactants [Si:1]([O-:5])([O-:4])([O-:3])[O-:2].[Na+].[Na+].[Na+].[Na+].[Cl-].[Al+3:11].[Cl-].[Cl-].[OH-].[Na+], predict the reaction product. The product is: [Si:1]([O-:5])([O-:4])([O-:3])[O-:2].[Al+3:11].[Si:1]([O-:5])([O-:4])([O-:3])[O-:2].[Si:1]([O-:5])([O-:4])([O-:3])[O-:2].[Al+3:11].[Al+3:11].[Al+3:11]. (7) The product is: [C:1]([O:9][C@H:10]1[CH2:15][CH2:14][C@@H:13]([OH:16])[CH2:12][CH2:11]1)(=[O:8])[C:2]1[CH:3]=[CH:4][CH:5]=[CH:6][CH:7]=1. Given the reactants [C:1]([O:9][CH:10]1[CH2:15][CH2:14][CH:13]([OH:16])[CH2:12][CH2:11]1)(=[O:8])[C:2]1[CH:7]=[CH:6][CH:5]=[CH:4][CH:3]=1.C(OC=C)(=O)C, predict the reaction product.